From a dataset of Forward reaction prediction with 1.9M reactions from USPTO patents (1976-2016). Predict the product of the given reaction. (1) Given the reactants [O:1]1CCO[CH:2]1[C:6]1[S:7][C:8]([C:11]([OH:18])([CH3:17])[CH:12]([O:15][CH3:16])[O:13][CH3:14])=[CH:9][N:10]=1.Cl.C(=O)([O-])O.[Na+], predict the reaction product. The product is: [OH:18][C:11]([C:8]1[S:7][C:6]([CH:2]=[O:1])=[N:10][CH:9]=1)([CH3:17])[CH:12]([O:13][CH3:14])[O:15][CH3:16]. (2) Given the reactants [Br:1][C:2]1[CH:3]=[C:4]([O:21][CH3:22])[C:5]([O:19][CH3:20])=[C:6](/[CH:8]=[CH:9]/[C:10]([C:12]2[CH:17]=[CH:16][CH:15]=[CH:14][C:13]=2[OH:18])=[O:11])[CH:7]=1.[OH:23]O, predict the reaction product. The product is: [Br:1][C:2]1[CH:3]=[C:4]([O:21][CH3:22])[C:5]([O:19][CH3:20])=[C:6]([C:8]2[O:18][C:13]3[C:12]([C:10](=[O:11])[C:9]=2[OH:23])=[CH:17][CH:16]=[CH:15][CH:14]=3)[CH:7]=1.